This data is from Full USPTO retrosynthesis dataset with 1.9M reactions from patents (1976-2016). The task is: Predict the reactants needed to synthesize the given product. (1) The reactants are: [CH3:1][C:2]1([CH3:9])[O:6][C@H:5]([CH2:7][OH:8])[CH2:4][O:3]1.[H-].[Na+].Cl[C:13]1[CH:18]=[CH:17][N+:16]([O-:19])=[C:15]([CH3:20])[C:14]=1[CH3:21]. Given the product [CH3:1][C:2]1([CH3:9])[O:6][C@H:5]([CH2:7][O:8][C:13]2[CH:18]=[CH:17][N+:16]([O-:19])=[C:15]([CH3:20])[C:14]=2[CH3:21])[CH2:4][O:3]1, predict the reactants needed to synthesize it. (2) Given the product [Cl:25][C:26]1[C:27]2[CH:34]=[CH:33][N:32]([C@@H:46]3[O:47][C@H:48]([CH2:49][O:50][C:51](=[O:58])[C:52]4[CH:57]=[CH:56][CH:55]=[CH:54][CH:53]=4)[C@@H:44]([O:43][C:35](=[O:42])[C:36]4[CH:41]=[CH:40][CH:39]=[CH:38][CH:37]=4)[C@@H:45]3[F:60])[C:28]=2[N:29]=[CH:30][N:31]=1, predict the reactants needed to synthesize it. The reactants are: COCCOCCN(CCOCCOC)CCOCCOC.[OH-].[K+].[Cl:25][C:26]1[C:27]2[CH:34]=[CH:33][NH:32][C:28]=2[N:29]=[CH:30][N:31]=1.[C:35]([O:43][C@@H:44]1[C@@H:48]([CH2:49][O:50][C:51](=[O:58])[C:52]2[CH:57]=[CH:56][CH:55]=[CH:54][CH:53]=2)[O:47][C@H:46](Br)[C@H:45]1[F:60])(=[O:42])[C:36]1[CH:41]=[CH:40][CH:39]=[CH:38][CH:37]=1. (3) Given the product [O:8]1[C:9]2[CH:14]=[CH:13][CH:12]=[CH:11][C:10]=2[C:6]([CH2:5][CH2:4][CH2:3][CH2:2][NH:17][CH:20]2[CH2:21][C:14]3[C:13](=[CH:12][CH:11]=[CH:10][C:9]=3[O:8][CH3:7])[O:26][CH2:25]2)=[CH:7]1, predict the reactants needed to synthesize it. The reactants are: Br[CH2:2][CH2:3][CH2:4][CH2:5][C:6]1[C:10]2[CH:11]=[CH:12][CH:13]=[CH:14][C:9]=2[O:8][CH:7]=1.C([N:17]([CH2:20][CH3:21])CC)C.C(Cl)Cl.[CH3:25][OH:26]. (4) Given the product [OH:1][C@@H:2]1[CH2:3][NH:4][CH2:5][C@H:6]1[N:7]([CH3:8])[C:16](=[O:18])[CH3:17], predict the reactants needed to synthesize it. The reactants are: [OH:1][C@H:2]1[C@H:6]([NH:7][CH3:8])[CH2:5][N:4](C(OC(C)(C)C)=O)[CH2:3]1.[C:16](OC(=O)C)(=[O:18])[CH3:17]. (5) Given the product [NH:17]1[C:18]2[S:19][CH:20]=[CH:21][C:22]=2[C:13](=[O:14])[NH:31][C:32]1=[O:33], predict the reactants needed to synthesize it. The reactants are: ClC1N=C(N2CC[O:14][CH2:13]C2)C2C=CSC=2N=1.[NH2:17][C:18]1(C(OC)=O)[CH2:22][CH:21]=[CH:20][S:19]1.ClS([N:31]=[C:32]=[O:33])(=O)=O.